Task: Predict the reaction yield, written as a fraction of the theoretical maximum amount of product (1.0 means a 100% yield; for example, 0.34 means a 34% yield).. Dataset: Reaction yield outcomes from USPTO patents with 853,638 reactions (1) The reactants are [F:1][C:2]([F:33])([F:32])[C:3]1[CH:8]=[C:7]([C:9]2[CH:14]=[CH:13][C:12]([C:15]([F:18])([F:17])[F:16])=[CH:11][CH:10]=2)[N:6]=[C:5]([C:19]2[CH:20]=[C:21]([C:25]3[CH:30]=[CH:29][CH:28]=[C:27]([NH2:31])[CH:26]=3)[CH:22]=[CH:23][CH:24]=2)[N:4]=1.C(N(CC)CC)C.[CH3:41][S:42](Cl)(=[O:44])=[O:43].C([O-])(O)=O.[Na+]. The catalyst is ClCCl. The product is [F:33][C:2]([F:1])([F:32])[C:3]1[CH:8]=[C:7]([C:9]2[CH:14]=[CH:13][C:12]([C:15]([F:18])([F:17])[F:16])=[CH:11][CH:10]=2)[N:6]=[C:5]([C:19]2[CH:20]=[C:21]([C:25]3[CH:30]=[CH:29][CH:28]=[C:27]([NH:31][S:42]([CH3:41])(=[O:44])=[O:43])[CH:26]=3)[CH:22]=[CH:23][CH:24]=2)[N:4]=1. The yield is 0.720. (2) The reactants are BrC1C=CC(CC)=CC=1.C([Li])(C)(C)C.CCCCC.C(OC1C(C=O)=CC=CN=1)C1C=CC=CC=1.[CH2:36]([O:43][C:44]1[C:49]([CH:50]([C:52]2[CH:57]=[CH:56][C:55]([CH2:58][CH3:59])=[CH:54][CH:53]=2)[OH:51])=[CH:48][CH:47]=[C:46](C)[N:45]=1)[C:37]1[CH:42]=[CH:41][CH:40]=[CH:39][CH:38]=1. The catalyst is O1CCCC1. The product is [CH2:36]([O:43][C:44]1[C:49]([CH:50]([C:52]2[CH:53]=[CH:54][C:55]([CH2:58][CH3:59])=[CH:56][CH:57]=2)[OH:51])=[CH:48][CH:47]=[CH:46][N:45]=1)[C:37]1[CH:38]=[CH:39][CH:40]=[CH:41][CH:42]=1. The yield is 0.350. (3) The reactants are [C:1]([C:5]1[CH:10]=[CH:9][CH:8]=[CH:7][C:6]=1[S:11][CH:12]1[CH2:15][N:14]([C:16]([C:18]2[CH:23]=[CH:22][CH:21]=[CH:20][CH:19]=2)=[O:17])[CH2:13]1)([CH3:4])([CH3:3])[CH3:2].C1C=C(Cl)C=C(C(OO)=[O:32])C=1.S([O-])([O-])(=O)=S.[Na+].[Na+].C(=O)([O-])O.[Na+]. The catalyst is C(Cl)Cl. The product is [C:1]([C:5]1[CH:10]=[CH:9][CH:8]=[CH:7][C:6]=1[S:11]([CH:12]1[CH2:13][N:14]([C:16]([C:18]2[CH:23]=[CH:22][CH:21]=[CH:20][CH:19]=2)=[O:17])[CH2:15]1)=[O:32])([CH3:4])([CH3:2])[CH3:3]. The yield is 0.660. (4) The reactants are C[O:2][C:3]([C:5]1([C:8]2[CH:13]=[CH:12][C:11]([C:14]3[CH:19]=[CH:18][C:17]([N:20]4[C:24]([CH3:25])=[C:23]([NH:26][C:27]([O:29][C@@H:30]([C:32]5[CH:37]=[CH:36][CH:35]=[CH:34][CH:33]=5)[CH3:31])=[O:28])[N:22]=[N:21]4)=[CH:16][CH:15]=3)=[CH:10][CH:9]=2)[CH2:7][CH2:6]1)=[O:4].C1COCC1.[Li+].[OH-].Cl. The catalyst is O. The product is [CH3:25][C:24]1[N:20]([C:17]2[CH:18]=[CH:19][C:14]([C:11]3[CH:10]=[CH:9][C:8]([C:5]4([C:3]([OH:4])=[O:2])[CH2:7][CH2:6]4)=[CH:13][CH:12]=3)=[CH:15][CH:16]=2)[N:21]=[N:22][C:23]=1[NH:26][C:27]([O:29][C@@H:30]([C:32]1[CH:37]=[CH:36][CH:35]=[CH:34][CH:33]=1)[CH3:31])=[O:28]. The yield is 0.624. (5) The reactants are [F:1][C:2]1[CH:7]=[CH:6][C:5]([OH:8])=[CH:4][CH:3]=1.[C:9](O)(=O)[CH2:10][C:11](O)=[O:12].P(Cl)(Cl)(Cl)=O. The catalyst is [Cl-].[Zn+2].[Cl-].O. The product is [F:1][C:2]1[CH:7]=[C:6]2[C:5](=[CH:4][CH:3]=1)[O:8][C:11](=[O:12])[CH:10]=[CH:9]2. The yield is 0.0700. (6) The reactants are [Cl:1][C:2]1[CH:3]=[CH:4][C:5]2[C:11]3[N:12]=[C:13]([NH:16][C:17]4[CH:22]=[CH:21][C:20]([O:23][CH3:24])=[C:19]([O:25][CH3:26])[CH:18]=4)[N:14]=[CH:15][C:10]=3[CH2:9][N:8]=[C:7]([C:27]3[CH:32]=[CH:31][CH:30]=[CH:29][C:28]=3[F:33])[C:6]=2[CH:34]=1.C(O)(=O)C. The catalyst is ClCCl.[Zn]. The product is [Cl:1][C:2]1[CH:3]=[CH:4][C:5]2[C:11]3[N:12]=[C:13]([NH:16][C:17]4[CH:22]=[CH:21][C:20]([O:23][CH3:24])=[C:19]([O:25][CH3:26])[CH:18]=4)[N:14]=[CH:15][C:10]=3[CH2:9][NH:8][CH:7]([C:27]3[CH:32]=[CH:31][CH:30]=[CH:29][C:28]=3[F:33])[C:6]=2[CH:34]=1. The yield is 0.650. (7) The reactants are [N+](C1C=CC(N)=C(N)C=1)([O-])=O.[F:12][C:13]([F:27])([F:26])[C:14]1[NH:15][C:16]2[CH:22]=[C:21]([N+:23]([O-])=O)[CH:20]=[CH:19][C:17]=2[N:18]=1.[N+](C1NC2C=CC=CC=2N=1)([O-])=O. The catalyst is FC(F)(F)C(O)=O.CCOC(C)=O.CO.[Pd]. The product is [F:27][C:13]([F:12])([F:26])[C:14]1[NH:15][C:16]2[CH:22]=[C:21]([NH2:23])[CH:20]=[CH:19][C:17]=2[N:18]=1. The yield is 0.800. (8) The reactants are [CH3:1][C:2]1[CH:3]=[C:4]([NH:9][C:10]2[C:17]([N+:18]([O-])=O)=[CH:16][CH:15]=[CH:14][C:11]=2[C:12]#[N:13])[CH:5]=[C:6]([CH3:8])[CH:7]=1.[O-]S(S([O-])=O)=O.[Na+].[Na+].Cl.[CH3:30]CO. No catalyst specified. The product is [CH3:1][C:2]1[CH:3]=[C:4]([N:9]2[C:10]3[C:11]([C:12]#[N:13])=[CH:14][CH:15]=[CH:16][C:17]=3[N:18]=[CH:30]2)[CH:5]=[C:6]([CH3:8])[CH:7]=1. The yield is 0.710. (9) The reactants are [NH2:1][C:2]([NH2:4])=[S:3].[F:5][C:6]1[CH:25]=[CH:24][C:9]([C:10]([NH:12][CH:13]([C:19](OCC)=[O:20])[C:14](OCC)=[O:15])=[O:11])=[CH:8][CH:7]=1.[Na]. The catalyst is C(O)C. The product is [OH:20][C:19]1[C:13]([NH:12][C:10](=[O:11])[C:9]2[CH:24]=[CH:25][C:6]([F:5])=[CH:7][CH:8]=2)=[C:14]([OH:15])[N:4]=[C:2]([SH:3])[N:1]=1. The yield is 0.410.